This data is from Forward reaction prediction with 1.9M reactions from USPTO patents (1976-2016). The task is: Predict the product of the given reaction. (1) The product is: [CH3:33][O:34][C:35](=[O:86])[NH:36][C@H:37]([C:41]([N:43]1[CH2:47][CH2:46][CH2:45][C@H:44]1[C:48]1[NH:49][CH:50]=[C:51]([C:53]2[CH:58]=[CH:57][C:56]([C:59]3[CH:64]=[C:63]([Cl:65])[C:62]([NH:66][C:67]([C:69]4[CH:70]=[N:71][C:72]([N:75]5[CH2:80][CH2:79][N:78]([C:5]([C@H:3]6[CH2:4][C:2]6([CH3:8])[CH3:1])=[O:6])[CH2:77][C@H:76]5[CH3:81])=[CH:73][CH:74]=4)=[O:68])=[CH:61][C:60]=3[C:82]([F:84])([F:85])[F:83])=[CH:55][CH:54]=2)[N:52]=1)=[O:42])[CH:38]([CH3:40])[CH3:39]. Given the reactants [CH3:1][C:2]1([CH3:8])[CH2:4][C@@H:3]1[C:5](O)=[O:6].CN(C(ON1N=NC2C=CC=NC1=2)=[N+](C)C)C.F[P-](F)(F)(F)(F)F.[CH3:33][O:34][C:35](=[O:86])[NH:36][C@H:37]([C:41]([N:43]1[CH2:47][CH2:46][CH2:45][C@H:44]1[C:48]1[NH:49][CH:50]=[C:51]([C:53]2[CH:58]=[CH:57][C:56]([C:59]3[CH:64]=[C:63]([Cl:65])[C:62]([NH:66][C:67]([C:69]4[CH:70]=[N:71][C:72]([N:75]5[CH2:80][CH2:79][NH:78][CH2:77][C@H:76]5[CH3:81])=[CH:73][CH:74]=4)=[O:68])=[CH:61][C:60]=3[C:82]([F:85])([F:84])[F:83])=[CH:55][CH:54]=2)[N:52]=1)=[O:42])[CH:38]([CH3:40])[CH3:39].C(N(CC)C(C)C)(C)C, predict the reaction product. (2) Given the reactants [Cl:1][C:2]1[CH:3]=[C:4]([S:9]([N:12]2[CH:25]([CH2:26][C:27]([OH:29])=O)[C:24]3[C:19](=[C:20]([F:31])[CH:21]=[C:22]([F:30])[CH:23]=3)[C:18]3[CH:17]=[CH:16][CH:15]=[CH:14][C:13]2=3)(=[O:11])=[O:10])[CH:5]=[CH:6][C:7]=1[Cl:8].Cl.Cl.[NH:34]1[CH2:38][CH2:37][N:36]=[C:35]1[C:39]1[CH:44]=[CH:43][C:42]([CH2:45][CH2:46][NH2:47])=[CH:41][CH:40]=1, predict the reaction product. The product is: [ClH:1].[Cl:1][C:2]1[CH:3]=[C:4]([S:9]([N:12]2[CH:25]([CH2:26][C:27]([NH:47][CH2:46][CH2:45][C:42]3[CH:43]=[CH:44][C:39]([C:35]4[NH:36][CH2:37][CH2:38][N:34]=4)=[CH:40][CH:41]=3)=[O:29])[C:24]3[C:19](=[C:20]([F:31])[CH:21]=[C:22]([F:30])[CH:23]=3)[C:18]3[CH:17]=[CH:16][CH:15]=[CH:14][C:13]2=3)(=[O:10])=[O:11])[CH:5]=[CH:6][C:7]=1[Cl:8].